This data is from M1 muscarinic receptor antagonist screen with 61,756 compounds. The task is: Binary Classification. Given a drug SMILES string, predict its activity (active/inactive) in a high-throughput screening assay against a specified biological target. (1) The molecule is O(c1c(N2CCN(CC2)c2nc3c(nc2C(C(OCC=C)=O)C#N)cccc3)cccc1)C. The result is 0 (inactive). (2) The drug is Clc1cc(N2C3(Oc4c(C(NC2=O)C3)cccc4OCC)C)ccc1. The result is 0 (inactive). (3) The drug is S(c1c2c(n(CCNC(=O)c3ccccc3)c1)cccc2)CC(=O)Nc1noc(c1)C. The result is 0 (inactive). (4) The molecule is S(=O)(=O)(Nc1c(C(=O)Nc2cc(OC)c(OC)cc2)cccc1)C. The result is 0 (inactive). (5) The molecule is S(=O)(=O)(Nc1ccc(NC(=O)C)cc1)C(F)(F)F. The result is 0 (inactive).